This data is from Forward reaction prediction with 1.9M reactions from USPTO patents (1976-2016). The task is: Predict the product of the given reaction. (1) Given the reactants O[CH:2]([C:11]1[CH:20]=[CH:19][C:14]2[B:15]([OH:18])[O:16][CH2:17][C:13]=2[CH:12]=1)[C:3]1[CH:10]=[CH:9][C:6]([C:7]#[N:8])=[CH:5][CH:4]=1.[SiH](CC)(CC)CC.[OH-].[Na+], predict the reaction product. The product is: [OH:18][B:15]1[C:14]2[CH:19]=[CH:20][C:11]([CH2:2][C:3]3[CH:4]=[CH:5][C:6]([C:7]#[N:8])=[CH:9][CH:10]=3)=[CH:12][C:13]=2[CH2:17][O:16]1. (2) Given the reactants [CH3:1][C:2]1[CH:7]=[C:6]([OH:8])[CH:5]=[C:4]2[CH2:9][CH2:10][C@:11]([CH2:14][CH2:15][CH2:16][C@@H:17]([CH2:19][CH2:20][CH2:21][C@@H:22]([CH2:24][CH2:25][CH2:26][CH:27]([CH3:29])[CH3:28])[CH3:23])[CH3:18])([CH3:13])[O:12][C:3]=12.[CH2:30]1[CH2:34][C:33]2([CH2:41][C:39](=[O:40])[O:38][C:36](=[O:37])[CH2:35]2)[CH2:32][CH2:31]1.C(=O)([O-])[O-:43].[Cs+].[Cs+].CN(C)C=O, predict the reaction product. The product is: [CH3:1][C:2]1[CH:7]=[C:6]([OH:8])[CH:5]=[C:4]2[CH2:9][CH2:10][C@:11]([CH2:14][CH2:15][CH2:16][C@@H:17]([CH2:19][CH2:20][CH2:21][C@@H:22]([CH2:24][CH2:25][CH2:26][CH:27]([CH3:29])[CH3:28])[CH3:23])[CH3:18])([CH3:13])[O:12][C:3]=12.[CH2:30]1[CH2:34][C:33]([CH2:41][C:39]([OH:38])=[O:40])([CH2:35][C:36]([OH:43])=[O:37])[CH2:32][CH2:31]1. (3) Given the reactants [CH3:1][O:2][C:3]1[CH:4]=[C:5]([CH:9]([C:13]2[CH:18]=[CH:17][CH:16]=[CH:15][N:14]=2)[CH2:10][C:11]#[N:12])[CH:6]=[CH:7][CH:8]=1.CC1C=CC(S([O-])(=O)=O)=CC=1.[CH2:30]([NH2:34])[CH:31](N)[CH3:32], predict the reaction product. The product is: [CH3:1][O:2][C:3]1[CH:4]=[C:5]([CH:9]([C:13]2[CH:18]=[CH:17][CH:16]=[CH:15][N:14]=2)[CH2:10][C:11]2[NH:34][CH2:30][CH:31]([CH3:32])[N:12]=2)[CH:6]=[CH:7][CH:8]=1.